This data is from Reaction yield outcomes from USPTO patents with 853,638 reactions. The task is: Predict the reaction yield, written as a fraction of the theoretical maximum amount of product (1.0 means a 100% yield; for example, 0.34 means a 34% yield). (1) The reactants are [CH2:1]([O:8][C:9]([N:11]([CH3:16])[CH2:12][C:13]([OH:15])=O)=[O:10])[C:2]1[CH:7]=[CH:6][CH:5]=[CH:4][CH:3]=1.F[P-](F)(F)(F)(F)F.N1(OC(N(C)C)=[N+](C)C)C2N=CC=CC=2N=N1.C(N(CC)C(C)C)(C)C.[Br:50][C:51]1[CH:52]=[C:53]([NH2:58])[C:54]([NH2:57])=[N:55][CH:56]=1. The catalyst is CN(C)C=O.C(OCC)(=O)C. The product is [C:2]1([CH2:1][O:8][C:9](=[O:10])[N:11]([CH2:12][C:13]([NH:58][C:53]2[C:54]([NH2:57])=[N:55][CH:56]=[C:51]([Br:50])[CH:52]=2)=[O:15])[CH3:16])[CH:3]=[CH:4][CH:5]=[CH:6][CH:7]=1. The yield is 0.960. (2) The reactants are C(Cl)(=O)C(Cl)=O.CS(C)=O.[O:11]1[C:15]2=[CH:16][N:17]=[C:18]([CH2:20][OH:21])[CH:19]=[C:14]2[CH:13]=[CH:12]1. The catalyst is C(Cl)Cl. The product is [O:11]1[C:15]2=[CH:16][N:17]=[C:18]([CH:20]=[O:21])[CH:19]=[C:14]2[CH:13]=[CH:12]1. The yield is 0.860. (3) The reactants are [CH2:1]([O:3][C:4]1[CH:5]=[C:6]([CH:12]([NH2:18])[CH2:13][S:14]([CH3:17])(=[O:16])=[O:15])[CH:7]=[CH:8][C:9]=1[O:10][CH3:11])[CH3:2].[C:19]([NH:22][C@H:23]([C:28]([OH:30])=[O:29])[CH2:24][CH:25]([CH3:27])[CH3:26])(=[O:21])[CH3:20]. The catalyst is CO. The product is [C:19]([NH:22][C@H:23]([C:28]([OH:30])=[O:29])[CH2:24][CH:25]([CH3:26])[CH3:27])(=[O:21])[CH3:20].[CH2:1]([O:3][C:4]1[CH:5]=[C:6]([C@H:12]([NH2:18])[CH2:13][S:14]([CH3:17])(=[O:16])=[O:15])[CH:7]=[CH:8][C:9]=1[O:10][CH3:11])[CH3:2]. The yield is 0.900. (4) The reactants are [NH2:1][C:2]1[N:6]([CH3:7])[C:5](=[O:8])[C:4]([C:19]2[CH:24]=[CH:23][CH:22]=[C:21](Br)[CH:20]=2)([C:9]2[CH:14]=[CH:13][C:12]([O:15][CH:16]([F:18])[F:17])=[CH:11][CH:10]=2)[N:3]=1.[OH:26][CH2:27][C:28]#[CH:29]. The catalyst is N1CCCC1.O.C1C=CC([P]([Pd]([P](C2C=CC=CC=2)(C2C=CC=CC=2)C2C=CC=CC=2)([P](C2C=CC=CC=2)(C2C=CC=CC=2)C2C=CC=CC=2)[P](C2C=CC=CC=2)(C2C=CC=CC=2)C2C=CC=CC=2)(C2C=CC=CC=2)C2C=CC=CC=2)=CC=1. The product is [NH2:1][C:2]1[N:6]([CH3:7])[C:5](=[O:8])[C:4]([C:9]2[CH:14]=[CH:13][C:12]([O:15][CH:16]([F:18])[F:17])=[CH:11][CH:10]=2)([C:19]2[CH:24]=[CH:23][CH:22]=[C:21]([C:29]#[C:28][CH2:27][OH:26])[CH:20]=2)[N:3]=1. The yield is 0.450. (5) The reactants are O[C:2]1[C:11]2[C:6](=[N:7][CH:8]=[CH:9][CH:10]=2)[N:5]([C:12]2[CH:17]=[CH:16][CH:15]=[CH:14][CH:13]=2)[C:4](=[O:18])[C:3]=1[C:19](=O)[CH2:20][C:21]1[CH:26]=[CH:25][C:24]([S:27]([CH3:30])(=[O:29])=[O:28])=[CH:23][CH:22]=1.O.[NH2:33][NH2:34]. The catalyst is CN(C=O)C. The product is [CH3:30][S:27]([C:24]1[CH:25]=[CH:26][C:21]([CH2:20][C:19]2[C:3]3[C:4](=[O:18])[N:5]([C:12]4[CH:17]=[CH:16][CH:15]=[CH:14][CH:13]=4)[C:6]4[N:7]=[CH:8][CH:9]=[CH:10][C:11]=4[C:2]=3[NH:34][N:33]=2)=[CH:22][CH:23]=1)(=[O:29])=[O:28]. The yield is 0.720. (6) The reactants are [CH3:1][O:2][C:3]1[CH:4]=[CH:5][C:6]([O:17][CH3:18])=[C:7]([CH:9]([OH:16])[CH2:10][NH:11][C:12]([CH2:14][NH2:15])=[O:13])[CH:8]=1.C(O)C.[ClH:22]. The catalyst is C(O)(C)C. The product is [CH3:1][O:2][C:3]1[CH:4]=[CH:5][C:6]([O:17][CH3:18])=[C:7]([CH:9]([OH:16])[CH2:10][NH:11][C:12]([CH2:14][NH2:15])=[O:13])[CH:8]=1.[ClH:22]. The yield is 0.960. (7) The catalyst is C(Cl)Cl. The reactants are N#N.[CH3:3][O:4][C:5]([C:7]1[CH2:16][C@@H:15]2[C@H:10]([CH2:11][CH2:12][C@:13]3([CH3:25])[C@@H:19]([O:20][C:21]([CH3:24])([CH3:23])[CH3:22])[CH2:18][CH2:17][C@H:14]32)[CH2:9][C:8]=1[OH:26])=[O:6].[CH3:27][C:28]([CH:30]=[CH2:31])=[O:29]. The product is [CH3:3][O:4][C:5]([C:7]1([CH2:31][CH2:30][C:28](=[O:29])[CH3:27])[CH2:16][C@@H:15]2[C@H:10]([CH2:11][CH2:12][C@:13]3([CH3:25])[C@@H:19]([O:20][C:21]([CH3:22])([CH3:24])[CH3:23])[CH2:18][CH2:17][C@H:14]32)[CH2:9][C:8]1=[O:26])=[O:6]. The yield is 0.950. (8) The reactants are Br[C:2]1[CH:3]=[CH:4][C:5]([O:9][C:10]2[CH:15]=[CH:14][CH:13]=[CH:12][C:11]=2[C:16]([CH3:19])([CH3:18])[CH3:17])=[C:6]([CH:8]=1)[NH2:7].B([C:23]1[CH:31]=[CH:30][CH:29]=[CH:28][C:24]=1[C:25]([OH:27])=[O:26])(O)O.C(=O)([O-])[O-].[K+].[K+].Cl. The catalyst is CN(C=O)C.C1C=CC([P]([Pd]([P](C2C=CC=CC=2)(C2C=CC=CC=2)C2C=CC=CC=2)([P](C2C=CC=CC=2)(C2C=CC=CC=2)C2C=CC=CC=2)[P](C2C=CC=CC=2)(C2C=CC=CC=2)C2C=CC=CC=2)(C2C=CC=CC=2)C2C=CC=CC=2)=CC=1. The product is [NH2:7][C:6]1[CH:8]=[C:2]([C:23]2[C:24]([C:25]([OH:27])=[O:26])=[CH:28][CH:29]=[CH:30][CH:31]=2)[CH:3]=[CH:4][C:5]=1[O:9][C:10]1[CH:15]=[CH:14][CH:13]=[CH:12][C:11]=1[C:16]([CH3:19])([CH3:18])[CH3:17]. The yield is 0.690.